The task is: Predict the reactants needed to synthesize the given product.. This data is from Full USPTO retrosynthesis dataset with 1.9M reactions from patents (1976-2016). The reactants are: [C:1]([O:5][C:6]([N:8]1[CH2:12][CH2:11][CH:10]([C:13]2[CH:18]=[CH:17][C:16]([S:19]([C:22]3[CH:27]=[CH:26][CH:25]=[C:24]([F:28])[CH:23]=3)(=[O:21])=[O:20])=[CH:15][C:14]=2[CH2:29][OH:30])[CH2:9]1)=[O:7])([CH3:4])([CH3:3])[CH3:2].[Li+].CC([N-]C(C)C)C.[CH3:39][N:40]([CH3:44])[C:41](Cl)=[O:42]. Given the product [C:1]([O:5][C:6]([N:8]1[CH2:12][CH2:11][CH:10]([C:13]2[CH:18]=[CH:17][C:16]([S:19]([C:22]3[CH:27]=[CH:26][CH:25]=[C:24]([F:28])[CH:23]=3)(=[O:21])=[O:20])=[CH:15][C:14]=2[CH2:29][O:30][C:41](=[O:42])[N:40]([CH3:44])[CH3:39])[CH2:9]1)=[O:7])([CH3:4])([CH3:2])[CH3:3], predict the reactants needed to synthesize it.